The task is: Predict the reactants needed to synthesize the given product.. This data is from Full USPTO retrosynthesis dataset with 1.9M reactions from patents (1976-2016). (1) The reactants are: [Br:1][C:2]1[CH:15]=[CH:14][C:5]([C:6]([C:8]2[CH:13]=[CH:12][CH:11]=[CH:10][CH:9]=2)=O)=[CH:4][CH:3]=1.C(OP([CH2:24][C:25]1[C:26]2[C:31]([C:32]([CH2:39]P(OCC)(OCC)=O)=[C:33]3[C:38]=1[CH:37]=[CH:36][CH:35]=[CH:34]3)=[CH:30][CH:29]=[CH:28][CH:27]=2)(OCC)=O)C.[C:48](O[K])([CH3:51])([CH3:50])[CH3:49].S(=O)(=O)(O)O. Given the product [Br:1][C:2]1[CH:15]=[CH:14][C:5]([C:6]([C:8]2[CH:13]=[CH:12][CH:11]=[CH:10][CH:9]=2)=[CH:39][C:32]2[C:31]3[C:26]([C:25]([CH:24]=[C:49]([C:8]4[CH:13]=[CH:12][CH:11]=[CH:10][CH:9]=4)[C:48]4[CH:51]=[CH:15][C:2]([Br:1])=[CH:3][CH:50]=4)=[C:38]4[C:33]=2[CH:34]=[CH:35][CH:36]=[CH:37]4)=[CH:27][CH:28]=[CH:29][CH:30]=3)=[CH:4][CH:3]=1, predict the reactants needed to synthesize it. (2) Given the product [CH2:12]([O:11][C:3]1[CH:4]=[CH:5][CH:6]=[C:7]([N+:8]([O-:10])=[O:9])[C:2]=1[NH2:1])[C:13]1[CH:18]=[CH:17][CH:16]=[CH:15][CH:14]=1, predict the reactants needed to synthesize it. The reactants are: [NH2:1][C:2]1[C:7]([N+:8]([O-:10])=[O:9])=[CH:6][CH:5]=[CH:4][C:3]=1[OH:11].[CH2:12](Cl)[C:13]1[CH:18]=[CH:17][CH:16]=[CH:15][CH:14]=1.C(=O)([O-])[O-].[K+].[K+].[I-].[Na+]. (3) Given the product [CH3:1][O:2][C:3]1[C:4](=[O:25])[C:5]([CH3:24])=[C:6]([CH2:12][C:13]2[CH:14]=[C:15]([CH2:19][CH2:20][C:21]([NH:29][CH:26]([CH3:28])[CH3:27])=[O:22])[CH:16]=[CH:17][CH:18]=2)[C:7](=[O:11])[C:8]=1[O:9][CH3:10], predict the reactants needed to synthesize it. The reactants are: [CH3:1][O:2][C:3]1[C:4](=[O:25])[C:5]([CH3:24])=[C:6]([CH2:12][C:13]2[CH:14]=[C:15]([CH2:19][CH2:20][C:21](O)=[O:22])[CH:16]=[CH:17][CH:18]=2)[C:7](=[O:11])[C:8]=1[O:9][CH3:10].[CH:26]([NH2:29])([CH3:28])[CH3:27]. (4) Given the product [Cl:26][C:20]1[N:19]=[C:18]([C:14]2([C:12]3[C:7]4[C:6](=[CH:5][CH:4]=[C:3]([O:2][CH3:1])[CH:8]=4)[CH2:9][CH2:10][N:11]=3)[CH2:17][CH2:16][CH2:15]2)[CH:23]=[CH:22][CH:21]=1, predict the reactants needed to synthesize it. The reactants are: [CH3:1][O:2][C:3]1[CH:8]=[CH:7][C:6]([CH2:9][CH2:10][NH:11][C:12]([C:14]2([C:18]3[CH:23]=[CH:22][CH:21]=[CH:20][N:19]=3)[CH2:17][CH2:16][CH2:15]2)=O)=[CH:5][CH:4]=1.P(Cl)(Cl)([Cl:26])=O.[OH-].[Na+]. (5) Given the product [CH3:1][O:2][C:3]([C:5]1([CH3:19])[C:10]([C:12]2[CH:13]=[CH:14][C:15]([Cl:18])=[CH:16][CH:17]=2)([OH:11])[CH2:9][CH2:8][N:7]([CH2:27][CH2:28][CH:29]=[C:30]2[C:36]3[CH:37]=[CH:38][CH:39]=[N:40][C:35]=3[CH2:34][O:33][C:32]3[CH:41]=[CH:42][C:43]([C:45]([OH:48])([CH3:47])[CH3:46])=[CH:44][C:31]2=3)[CH2:6]1)=[O:4], predict the reactants needed to synthesize it. The reactants are: [CH3:1][O:2][C:3]([C:5]1([CH3:19])[C:10]([C:12]2[CH:17]=[CH:16][C:15]([Cl:18])=[CH:14][CH:13]=2)([OH:11])[CH2:9][CH2:8][NH:7][CH2:6]1)=[O:4].C([O-])([O-])=O.[K+].[K+].Br[CH2:27][CH2:28][CH:29]=[C:30]1[C:36]2[CH:37]=[CH:38][CH:39]=[N:40][C:35]=2[CH2:34][O:33][C:32]2[CH:41]=[CH:42][C:43]([C:45]([OH:48])([CH3:47])[CH3:46])=[CH:44][C:31]1=2. (6) Given the product [CH:12]1([C:8]2[N:7]=[C:6]([OH:15])[CH:5]=[C:10]([OH:11])[CH:9]=2)[CH2:14][CH2:13]1, predict the reactants needed to synthesize it. The reactants are: C(OC(=O)[C:5]1[C:10]([OH:11])=[CH:9][C:8]([CH:12]2[CH2:14][CH2:13]2)=[N:7][C:6]=1[OH:15])C.N. (7) Given the product [C:6]([C:10]1[N:15]=[C:14]([Cl:3])[C:13]([C:17]([O:19][CH3:20])=[O:18])=[CH:12][N:11]=1)([CH3:9])([CH3:8])[CH3:7], predict the reactants needed to synthesize it. The reactants are: O=P(Cl)(Cl)[Cl:3].[C:6]([C:10]1[N:15]=[C:14](O)[C:13]([C:17]([O:19][CH3:20])=[O:18])=[CH:12][N:11]=1)([CH3:9])([CH3:8])[CH3:7]. (8) Given the product [Cl:1][C:2]1[CH:8]=[CH:7][C:6]([S:9]([OH:12])(=[O:10])=[O:11])=[CH:5][C:3]=1[N:4]=[N:22][C:38]1[CH:39]=[C:34]([C:27]([CH3:26])([CH3:33])[CH2:28][C:29]([CH3:30])([CH3:31])[CH3:32])[CH:35]=[C:36]([C:41]([CH3:42])([C:44]2[CH:45]=[CH:46][CH:47]=[CH:48][CH:49]=2)[CH3:43])[C:37]=1[OH:40], predict the reactants needed to synthesize it. The reactants are: [Cl:1][C:2]1[CH:8]=[CH:7][C:6]([S:9]([OH:12])(=[O:11])=[O:10])=[CH:5][C:3]=1[NH2:4].Cl.N([O-])=O.[Na+].N([O-])=O.S(=O)(=O)(O)[NH2:22].[CH3:26][C:27]([C:34]1[CH:39]=[CH:38][C:37]([OH:40])=[C:36]([C:41]([C:44]2[CH:49]=[CH:48][CH:47]=[CH:46][CH:45]=2)([CH3:43])[CH3:42])[CH:35]=1)([CH3:33])[CH2:28][C:29]([CH3:32])([CH3:31])[CH3:30].[OH-].[Ca+2].[OH-]. (9) Given the product [CH3:2][O:3][C:4](=[O:21])[CH:5]([NH2:13])[C:6]1[CH:11]=[CH:10][C:9]([F:12])=[CH:8][CH:7]=1, predict the reactants needed to synthesize it. The reactants are: Cl.[CH3:2][O:3][C:4](=[O:21])[CH:5]([NH:13]CC1C=CC=CC=1)[C:6]1[CH:11]=[CH:10][C:9]([F:12])=[CH:8][CH:7]=1.C([O-])=O.[NH4+].